Dataset: NCI-60 drug combinations with 297,098 pairs across 59 cell lines. Task: Regression. Given two drug SMILES strings and cell line genomic features, predict the synergy score measuring deviation from expected non-interaction effect. (1) Drug 1: CC1=C(C(=CC=C1)Cl)NC(=O)C2=CN=C(S2)NC3=CC(=NC(=N3)C)N4CCN(CC4)CCO. Drug 2: CC(C)(C#N)C1=CC(=CC(=C1)CN2C=NC=N2)C(C)(C)C#N. Cell line: ACHN. Synergy scores: CSS=27.9, Synergy_ZIP=-7.98, Synergy_Bliss=-2.06, Synergy_Loewe=-29.1, Synergy_HSA=-1.71. (2) Drug 1: COC1=C(C=C2C(=C1)N=CN=C2NC3=CC(=C(C=C3)F)Cl)OCCCN4CCOCC4. Drug 2: CS(=O)(=O)OCCCCOS(=O)(=O)C. Cell line: OVCAR-8. Synergy scores: CSS=30.6, Synergy_ZIP=-0.989, Synergy_Bliss=1.90, Synergy_Loewe=-22.0, Synergy_HSA=5.14.